Dataset: Catalyst prediction with 721,799 reactions and 888 catalyst types from USPTO. Task: Predict which catalyst facilitates the given reaction. Reactant: [C:1]([NH:8][C@H:9]1[CH2:14][CH2:13][C@H:12]([NH2:15])[CH2:11][CH2:10]1)([O:3][C:4]([CH3:7])([CH3:6])[CH3:5])=[O:2].C(=O)([O-])[O-].[K+].[K+].F[C:23]1[C:28]([N+:29]([O-:31])=[O:30])=[CH:27][CH:26]=[CH:25][N:24]=1. Product: [CH3:5][C:4]([O:3][C:1]([NH:8][CH:9]1[CH2:10][CH2:11][CH:12]([NH:15][C:23]2[N:24]=[CH:25][CH:26]=[CH:27][C:28]=2[N+:29]([O-:31])=[O:30])[CH2:13][CH2:14]1)=[O:2])([CH3:7])[CH3:6]. The catalyst class is: 11.